From a dataset of Full USPTO retrosynthesis dataset with 1.9M reactions from patents (1976-2016). Predict the reactants needed to synthesize the given product. Given the product [O:18]1[C:22]2[CH:23]=[CH:24][C:25]([CH:27]([C:2]3[CH:7]=[CH:6][C:5]([O:8][CH3:9])=[C:4]([O:10][CH2:11][CH3:12])[CH:3]=3)[OH:28])=[CH:26][C:21]=2[O:20][CH2:19]1, predict the reactants needed to synthesize it. The reactants are: Br[C:2]1[CH:7]=[CH:6][C:5]([O:8][CH3:9])=[C:4]([O:10][CH2:11][CH3:12])[CH:3]=1.C([Li])CCC.[O:18]1[C:22]2[CH:23]=[CH:24][C:25]([CH:27]=[O:28])=[CH:26][C:21]=2[O:20][CH2:19]1.C(O)(C)C.